From a dataset of Full USPTO retrosynthesis dataset with 1.9M reactions from patents (1976-2016). Predict the reactants needed to synthesize the given product. (1) Given the product [F:1][C:2]1[CH:3]=[C:4]([CH2:9][C@@H:10]([C:25]2[C:30]([C:31]3[CH:32]=[CH:33][C:34]([F:40])=[C:35]([CH:39]=3)[C:36]([NH2:38])=[O:37])=[CH:29][CH:28]=[CH:27][N:26]=2)[NH:11][C:12](=[O:24])[CH2:13][C:14]2[C:22]3[C:17](=[CH:18][CH:19]=[C:20]([F:23])[CH:21]=3)[N:16]([S:44]([CH3:43])(=[O:46])=[O:45])[CH:15]=2)[CH:5]=[C:6]([F:8])[CH:7]=1, predict the reactants needed to synthesize it. The reactants are: [F:1][C:2]1[CH:3]=[C:4]([CH2:9][C@@H:10]([C:25]2[C:30]([C:31]3[CH:32]=[CH:33][C:34]([F:40])=[C:35]([CH:39]=3)[C:36]([NH2:38])=[O:37])=[CH:29][CH:28]=[CH:27][N:26]=2)[NH:11][C:12](=[O:24])[CH2:13][C:14]2[C:22]3[C:17](=[CH:18][CH:19]=[C:20]([F:23])[CH:21]=3)[NH:16][CH:15]=2)[CH:5]=[C:6]([F:8])[CH:7]=1.[H-].[Na+].[CH3:43][S:44](Cl)(=[O:46])=[O:45]. (2) The reactants are: [CH2:1]=[C:2]1[C:8]2[CH:9]=[CH:10][CH:11]=[CH:12][C:7]=2[CH2:6][CH2:5][C:4]2[CH:13]=[CH:14][CH:15]=[CH:16][C:3]1=2.Br[C:18]1[CH:25]=[CH:24][CH:23]=[CH:22][C:19]=1[C:20]#[N:21].CC([O-])=O.[Na+]. Given the product [CH:12]1[C:7]2[CH2:6][CH2:5][C:4]3[CH:13]=[CH:14][CH:15]=[CH:16][C:3]=3[C:2](=[CH:1][C:18]3[CH:25]=[CH:24][CH:23]=[CH:22][C:19]=3[C:20]#[N:21])[C:8]=2[CH:9]=[CH:10][CH:11]=1, predict the reactants needed to synthesize it. (3) The reactants are: [CH2:1]([O:8][C:9]1[CH:15]=[C:14]([N:16]2[CH:20]=[C:19]([CH3:21])[N:18]=[C:17]2[C:22]2[CH:27]=[CH:26][N:25]=[CH:24][C:23]=2[CH3:28])[C:12]([NH2:13])=[C:11]([O:29][CH3:30])[CH:10]=1)[C:2]1[CH:7]=[CH:6][CH:5]=[CH:4][CH:3]=1.[N:31]([O-])=O.[Na+].CO. Given the product [CH2:1]([O:8][C:9]1[CH:10]=[C:11]([O:29][CH3:30])[C:12]2[N:13]=[N:31][C:20]3=[C:19]([CH3:21])[N:18]=[C:17]([C:22]4[CH:27]=[CH:26][N:25]=[CH:24][C:23]=4[CH3:28])[N:16]3[C:14]=2[CH:15]=1)[C:2]1[CH:7]=[CH:6][CH:5]=[CH:4][CH:3]=1, predict the reactants needed to synthesize it. (4) Given the product [F:23][C:19]1[CH:18]=[C:17]2[C:22]([C:14]([C:11]3[CH2:12][CH2:13][NH:8][CH2:9][CH:10]=3)=[CH:15][NH:16]2)=[CH:21][CH:20]=1, predict the reactants needed to synthesize it. The reactants are: C(OC([N:8]1[CH2:13][CH:12]=[C:11]([C:14]2[C:22]3[C:17](=[CH:18][C:19]([F:23])=[CH:20][CH:21]=3)[NH:16][CH:15]=2)[CH2:10][CH2:9]1)=O)(C)(C)C.FC1C=C2C(=CC=1)NC=C2C1CCNCC1.